This data is from Catalyst prediction with 721,799 reactions and 888 catalyst types from USPTO. The task is: Predict which catalyst facilitates the given reaction. (1) The catalyst class is: 13. Product: [C:1]([O:25][CH2:24][C:23]([CH3:27])([CH3:26])[CH2:22][N:21]1[C:15]2[CH:14]=[CH:13][C:12]([Cl:11])=[CH:55][C:16]=2[C@@H:17]([C:45]2[CH:50]=[CH:49][CH:48]=[C:47]([O:51][CH3:52])[C:46]=2[O:53][CH3:54])[O:18][C@H:19]([CH2:29][C:30]([NH:32][C:33]2[CH:34]=[C:35]([CH2:40][CH2:41][C:42]([OH:44])=[O:43])[CH:36]=[CH:37][C:38]=2[F:39])=[O:31])[C:20]1=[O:28])(=[O:3])[CH3:2]. Reactant: [C:1](Cl)(=[O:3])[CH3:2].N1C=CC=CC=1.[Cl:11][C:12]1[CH:13]=[CH:14][C:15]2[N:21]([CH2:22][C:23]([CH3:27])([CH3:26])[CH2:24][OH:25])[C:20](=[O:28])[C@@H:19]([CH2:29][C:30]([NH:32][C:33]3[CH:34]=[C:35]([CH2:40][CH2:41][C:42]([OH:44])=[O:43])[CH:36]=[CH:37][C:38]=3[F:39])=[O:31])[O:18][C@H:17]([C:45]3[CH:50]=[CH:49][CH:48]=[C:47]([O:51][CH3:52])[C:46]=3[O:53][CH3:54])[C:16]=2[CH:55]=1.O. (2) Reactant: [C:1]([C:4]1[CH:9]=[CH:8][C:7]([O:10][CH2:11][C:12]([OH:14])=O)=[CH:6][CH:5]=1)(=[O:3])[CH3:2].Cl.Cl.[NH2:17][CH:18]1[CH2:23][CH2:22][N:21]([CH2:24][C:25]2[CH:30]=[CH:29][C:28]([Cl:31])=[C:27]([Cl:32])[CH:26]=2)[CH2:20][CH2:19]1.CCN=C=NCCCN(C)C.Cl.C1C=CC2N(O)N=NC=2C=1. Product: [C:1]([C:4]1[CH:5]=[CH:6][C:7]([O:10][CH2:11][C:12]([NH:17][CH:18]2[CH2:23][CH2:22][N:21]([CH2:24][C:25]3[CH:30]=[CH:29][C:28]([Cl:31])=[C:27]([Cl:32])[CH:26]=3)[CH2:20][CH2:19]2)=[O:14])=[CH:8][CH:9]=1)(=[O:3])[CH3:2]. The catalyst class is: 338. (3) Reactant: C(OC([N:8]1[CH2:12][CH2:11][CH2:10][C@@H:9]1[CH2:13][O:14][C:15]1[CH:20]=[CH:19][C:18]([O:21][C:22]2[CH:27]=[CH:26][C:25]([C:28]3[CH:29]=[N:30][CH:31]=[CH:32][CH:33]=3)=[CH:24][CH:23]=2)=[CH:17][CH:16]=1)=O)(C)(C)C.[ClH:34]. Product: [ClH:34].[NH:8]1[CH2:12][CH2:11][CH2:10][C@@H:9]1[CH2:13][O:14][C:15]1[CH:16]=[CH:17][C:18]([O:21][C:22]2[CH:27]=[CH:26][C:25]([C:28]3[CH:29]=[N:30][CH:31]=[CH:32][CH:33]=3)=[CH:24][CH:23]=2)=[CH:19][CH:20]=1. The catalyst class is: 12. (4) Reactant: Br[C:2]1[CH:3]=[CH:4][C:5](O)=[C:6]([C:8]2[CH:17]=[CH:16][C:15]3[C:10](=[CH:11][CH:12]=[C:13]([C:18]4[N:22]([CH:23]5[CH2:28][CH2:27][CH2:26][CH2:25][CH2:24]5)[C:21]5[CH:29]=[CH:30][C:31]([C:33]([OH:35])=[O:34])=[CH:32][C:20]=5[N:19]=4)[CH:14]=3)[N:9]=2)[CH:7]=1.C(OC(C1C=CC2[N:46](C3CCCCC3)C(C3C=CC(N)=C(C=O)C=3)=NC=2C=1)=O)C.NC1C=CC(C(=O)C)=CC=1.[OH-].[K+]. Product: [NH2:46][C:3]1[CH:2]=[CH:7][C:6]([C:8]2[CH:17]=[CH:16][C:15]3[C:10](=[CH:11][CH:12]=[C:13]([C:18]4[N:22]([CH:23]5[CH2:28][CH2:27][CH2:26][CH2:25][CH2:24]5)[C:21]5[CH:29]=[CH:30][C:31]([C:33]([OH:35])=[O:34])=[CH:32][C:20]=5[N:19]=4)[CH:14]=3)[N:9]=2)=[CH:5][CH:4]=1. The catalyst class is: 8. (5) Reactant: IC.[Cl:3][C:4]1[C:5]2[CH:12]=[CH:11][NH:10][C:6]=2[N:7]=[CH:8][N:9]=1.[C:13](=O)([O-])[O-].[Cs+].[Cs+]. Product: [Cl:3][C:4]1[C:5]2[CH:12]=[CH:11][N:10]([CH3:13])[C:6]=2[N:7]=[CH:8][N:9]=1. The catalyst class is: 3. (6) Product: [F:1][C:2]([F:21])([F:22])[C:3]([NH:5][C@H:6]1[C:15]2[C:10](=[C:11]([N+:18]([O-:20])=[O:19])[C:12]([CH:16]=[O:17])=[CH:13][CH:14]=2)[CH2:9][CH2:8][CH2:7]1)=[O:4]. The catalyst class is: 177. Reactant: [F:1][C:2]([F:22])([F:21])[C:3]([NH:5][C@H:6]1[C:15]2[C:10](=[C:11]([N+:18]([O-:20])=[O:19])[C:12]([CH2:16][OH:17])=[CH:13][CH:14]=2)[CH2:9][CH2:8][CH2:7]1)=[O:4]. (7) Reactant: Br[C:2]1[CH:7]=[CH:6][CH:5]=[C:4]([Cl:8])[C:3]=1[C:9]1[CH:14]=[CH:13][CH:12]=[C:11]([CH2:15][CH3:16])[CH:10]=1.[Li]C(C)(C)C.[CH3:22][N:23]([CH2:31][CH2:32][C:33](=[O:40])[CH2:34][CH2:35][CH2:36][CH2:37][O:38][CH3:39])[C:24](=[O:30])[O:25][C:26]([CH3:29])([CH3:28])[CH3:27]. Product: [Cl:8][C:4]1[C:3]([C:9]2[CH:14]=[CH:13][CH:12]=[C:11]([CH2:15][CH3:16])[CH:10]=2)=[C:2]([C:33]([OH:40])([CH2:34][CH2:35][CH2:36][CH2:37][O:38][CH3:39])[CH2:32][CH2:31][N:23]([CH3:22])[C:24](=[O:30])[O:25][C:26]([CH3:27])([CH3:28])[CH3:29])[CH:7]=[CH:6][CH:5]=1. The catalyst class is: 1. (8) Reactant: [F:1][C:2]([F:17])([F:16])[C:3]1[C:4]([N:9]2[CH2:14][CH2:13][NH:12][C:11](=[O:15])[CH2:10]2)=[N:5][CH:6]=[CH:7][CH:8]=1.[Li+].C[Si]([N-][Si](C)(C)C)(C)C.[Cl:28][C:29]1[CH:30]=[CH:31][C:32]2[S:36][C:35]([S:37](Cl)(=[O:39])=[O:38])=[C:34]([CH3:41])[C:33]=2[CH:42]=1. Product: [Cl:28][C:29]1[CH:30]=[CH:31][C:32]2[S:36][C:35]([S:37]([N:12]3[CH2:13][CH2:14][N:9]([C:4]4[C:3]([C:2]([F:1])([F:16])[F:17])=[CH:8][CH:7]=[CH:6][N:5]=4)[CH2:10][C:11]3=[O:15])(=[O:39])=[O:38])=[C:34]([CH3:41])[C:33]=2[CH:42]=1. The catalyst class is: 1.